From a dataset of Catalyst prediction with 721,799 reactions and 888 catalyst types from USPTO. Predict which catalyst facilitates the given reaction. (1) Reactant: C([O:3][C:4](=[O:27])[CH2:5][CH2:6][C:7]1[C:16]2[C:11](=[CH:12][C:13]([S:17]([C:20]3[CH:25]=[CH:24][CH:23]=[C:22]([F:26])[CH:21]=3)(=[O:19])=[O:18])=[CH:14][CH:15]=2)[CH:10]=[CH:9][CH:8]=1)C.[OH-].[Na+]. Product: [F:26][C:22]1[CH:21]=[C:20]([S:17]([C:13]2[CH:12]=[C:11]3[C:16](=[CH:15][CH:14]=2)[C:7]([CH2:6][CH2:5][C:4]([OH:27])=[O:3])=[CH:8][CH:9]=[CH:10]3)(=[O:18])=[O:19])[CH:25]=[CH:24][CH:23]=1. The catalyst class is: 548. (2) Reactant: Cl[C:2]1[CH:7]=[CH:6][C:5]([N+:8]([O-:10])=[O:9])=[CH:4][N:3]=1.[S:11]1[CH:15]=[CH:14][N:13]=[C:12]1[NH2:16].[Na]. Product: [N+:8]([C:5]1[CH:6]=[CH:7][C:2]([NH:16][C:12]2[S:11][CH:15]=[CH:14][N:13]=2)=[N:3][CH:4]=1)([O-:10])=[O:9]. The catalyst class is: 1.